This data is from Forward reaction prediction with 1.9M reactions from USPTO patents (1976-2016). The task is: Predict the product of the given reaction. (1) Given the reactants [C:1]([NH2:9])(=[S:8])[C:2]1[CH:7]=[CH:6][N:5]=[CH:4][CH:3]=1.C(=O)([O-])[O-].[Ca+2].Br[CH:16]1[C:21](=O)[CH2:20][CH2:19][N:18]([C:23]([O:25][CH2:26][CH3:27])=[O:24])[CH2:17]1, predict the reaction product. The product is: [N:5]1[CH:6]=[CH:7][C:2]([C:1]2[S:8][C:16]3[CH2:17][N:18]([C:23]([O:25][CH2:26][CH3:27])=[O:24])[CH2:19][CH2:20][C:21]=3[N:9]=2)=[CH:3][CH:4]=1. (2) The product is: [CH2:13]1[C@H:22]2[C@H:17]([CH2:18][CH2:19][C:20]3[CH:26]=[CH:25][CH:24]=[CH:23][C:21]=32)[N:16]([C:10]([C:7]2[CH:8]=[CH:9][N:4]3[CH:3]=[CH:2][N:1]=[C:5]3[CH:6]=2)=[O:12])[CH2:15][CH2:14]1. Given the reactants [N:1]1[CH:2]=[CH:3][N:4]2[CH:9]=[CH:8][C:7]([C:10]([OH:12])=O)=[CH:6][C:5]=12.[CH2:13]1[C@H:22]2[C@H:17]([CH2:18][CH2:19][C:20]3[CH:26]=[CH:25][CH:24]=[CH:23][C:21]=32)[NH:16][CH2:15][CH2:14]1.F[P-](F)(F)(F)(F)F.N1(OC(N(C)C)=[N+](C)C)C2N=CC=CC=2N=N1, predict the reaction product. (3) Given the reactants [CH2:1]([N:3]1[C:8]2=[N:9][C:10](S(C)=O)=[N:11][CH:12]=[C:7]2[CH2:6][N:5]([C:16]2[CH:21]=[C:20]([O:22][CH3:23])[CH:19]=[C:18]([O:24][CH3:25])[C:17]=2[F:26])[C:4]1=[O:27])[CH3:2].[NH2:28][C@H:29]1[CH2:34][CH2:33][C@H:32]([OH:35])[CH2:31][CH2:30]1, predict the reaction product. The product is: [CH2:1]([N:3]1[C:8]2=[N:9][C:10]([NH:28][CH:29]3[CH2:34][CH2:33][CH:32]([OH:35])[CH2:31][CH2:30]3)=[N:11][CH:12]=[C:7]2[CH2:6][N:5]([C:16]2[CH:21]=[C:20]([O:22][CH3:23])[CH:19]=[C:18]([O:24][CH3:25])[C:17]=2[F:26])[C:4]1=[O:27])[CH3:2]. (4) Given the reactants [Cl:1][C:2]1[CH:7]=[C:6]([F:8])[CH:5]=[CH:4][C:3]=1[C:9]1[C:10]2[N:11]([N:16]=[C:17]([NH2:19])[N:18]=2)[CH:12]=[C:13]([F:15])[CH:14]=1.Br[C:21]1[CH:26]=[CH:25][C:24]([N:27]2[CH:31]=[C:30]([CH3:32])[N:29]=[CH:28]2)=[C:23]([O:33][CH3:34])[CH:22]=1.C(Cl)Cl, predict the reaction product. The product is: [Cl:1][C:2]1[CH:7]=[C:6]([F:8])[CH:5]=[CH:4][C:3]=1[C:9]1[C:10]2[N:11]([N:16]=[C:17]([NH:19][C:21]3[CH:26]=[CH:25][C:24]([N:27]4[CH:31]=[C:30]([CH3:32])[N:29]=[CH:28]4)=[C:23]([O:33][CH3:34])[CH:22]=3)[N:18]=2)[CH:12]=[C:13]([F:15])[CH:14]=1. (5) Given the reactants [C:1]([OH:5])(=[O:4])[CH:2]=[O:3].[Cl-:6].[Mg+2:7].[Cl-], predict the reaction product. The product is: [C:1]([OH:5])(=[O:4])[CH:2]=[O:3].[OH2:3].[OH2:3].[OH2:3].[OH2:3].[OH2:3].[OH2:3].[Cl-:6].[Mg+2:7].[Cl-:6]. (6) Given the reactants II.Br[CH2:4][CH:5]1[CH2:7][CH2:6]1.[CH:8]1([CH2:14][N:15]2[C:19]([C:20]3[CH:25]=[C:24]([C:26]([CH3:29])([CH3:28])[CH3:27])[CH:23]=[C:22]([C:30]([CH3:33])([CH3:32])[CH3:31])[CH:21]=3)=[CH:18][C:17]([C:34](N(OC)C)=[O:35])=[C:16]2[CH3:40])[CH2:13][CH2:12][CH2:11][CH2:10][CH2:9]1, predict the reaction product. The product is: [CH:8]1([CH2:14][N:15]2[C:19]([C:20]3[CH:25]=[C:24]([C:26]([CH3:28])([CH3:27])[CH3:29])[CH:23]=[C:22]([C:30]([CH3:32])([CH3:33])[CH3:31])[CH:21]=3)=[CH:18][C:17]([C:34](=[O:35])[CH2:7][CH2:6][CH:5]=[CH2:4])=[C:16]2[CH3:40])[CH2:9][CH2:10][CH2:11][CH2:12][CH2:13]1.